This data is from Peptide-MHC class II binding affinity with 134,281 pairs from IEDB. The task is: Regression. Given a peptide amino acid sequence and an MHC pseudo amino acid sequence, predict their binding affinity value. This is MHC class II binding data. (1) The peptide sequence is EMLQNIFAIFRQDSS. The MHC is DRB1_0405 with pseudo-sequence DRB1_0405. The binding affinity (normalized) is 0.434. (2) The peptide sequence is YLVGSNMTQRVVIALKK. The MHC is DRB3_0301 with pseudo-sequence DRB3_0301. The binding affinity (normalized) is 0.898. (3) The peptide sequence is AQIYQAVSAQAAAIH. The MHC is DRB1_1001 with pseudo-sequence DRB1_1001. The binding affinity (normalized) is 0.190. (4) The peptide sequence is AFKVAATAANAAPWN. The MHC is DRB1_1001 with pseudo-sequence DRB1_1001. The binding affinity (normalized) is 0.846. (5) The peptide sequence is QEMENFLGPIAVGGL. The MHC is DRB1_0301 with pseudo-sequence DRB1_0301. The binding affinity (normalized) is 0.247. (6) The MHC is DRB1_0101 with pseudo-sequence DRB1_0101. The binding affinity (normalized) is 0.629. The peptide sequence is IFMTATPPGTADAFP. (7) The peptide sequence is YDKFLANCSTVLTGK. The MHC is DRB1_0401 with pseudo-sequence DRB1_0401. The binding affinity (normalized) is 0.666. (8) The peptide sequence is CDERVSSDQSALSEF. The MHC is DRB5_0101 with pseudo-sequence DRB5_0101. The binding affinity (normalized) is 0. (9) The peptide sequence is RFFLPIFSEFVLLAT. The MHC is DRB1_1501 with pseudo-sequence DRB1_1501. The binding affinity (normalized) is 0.753.